Dataset: NCI-60 drug combinations with 297,098 pairs across 59 cell lines. Task: Regression. Given two drug SMILES strings and cell line genomic features, predict the synergy score measuring deviation from expected non-interaction effect. (1) Drug 1: CC12CCC(CC1=CCC3C2CCC4(C3CC=C4C5=CN=CC=C5)C)O. Drug 2: C1CC(C1)(C(=O)O)C(=O)O.[NH2-].[NH2-].[Pt+2]. Cell line: TK-10. Synergy scores: CSS=19.4, Synergy_ZIP=-4.25, Synergy_Bliss=5.50, Synergy_Loewe=5.19, Synergy_HSA=5.30. (2) Drug 1: CN(CC1=CN=C2C(=N1)C(=NC(=N2)N)N)C3=CC=C(C=C3)C(=O)NC(CCC(=O)O)C(=O)O. Drug 2: CCCCCOC(=O)NC1=NC(=O)N(C=C1F)C2C(C(C(O2)C)O)O. Cell line: K-562. Synergy scores: CSS=48.6, Synergy_ZIP=0.810, Synergy_Bliss=-0.0380, Synergy_Loewe=-28.2, Synergy_HSA=1.22. (3) Drug 1: COC1=CC(=CC(=C1O)OC)C2C3C(COC3=O)C(C4=CC5=C(C=C24)OCO5)OC6C(C(C7C(O6)COC(O7)C8=CC=CS8)O)O. Drug 2: CC12CCC3C(C1CCC2O)C(CC4=C3C=CC(=C4)O)CCCCCCCCCS(=O)CCCC(C(F)(F)F)(F)F. Cell line: KM12. Synergy scores: CSS=13.3, Synergy_ZIP=-7.08, Synergy_Bliss=-9.62, Synergy_Loewe=-13.2, Synergy_HSA=-5.66. (4) Drug 1: C1=CC(=C2C(=C1NCCNCCO)C(=O)C3=C(C=CC(=C3C2=O)O)O)NCCNCCO. Drug 2: CCC1(CC2CC(C3=C(CCN(C2)C1)C4=CC=CC=C4N3)(C5=C(C=C6C(=C5)C78CCN9C7C(C=CC9)(C(C(C8N6C=O)(C(=O)OC)O)OC(=O)C)CC)OC)C(=O)OC)O.OS(=O)(=O)O. Cell line: CCRF-CEM. Synergy scores: CSS=49.9, Synergy_ZIP=5.85, Synergy_Bliss=3.91, Synergy_Loewe=0.559, Synergy_HSA=3.94. (5) Drug 1: C1=NC2=C(N1)C(=S)N=C(N2)N. Drug 2: C1CN1P(=S)(N2CC2)N3CC3. Cell line: CCRF-CEM. Synergy scores: CSS=43.8, Synergy_ZIP=-0.127, Synergy_Bliss=-1.86, Synergy_Loewe=-5.19, Synergy_HSA=0.587. (6) Drug 1: CC1C(C(CC(O1)OC2CC(CC3=C2C(=C4C(=C3O)C(=O)C5=C(C4=O)C(=CC=C5)OC)O)(C(=O)C)O)N)O.Cl. Drug 2: C1CN(P(=O)(OC1)NCCCl)CCCl. Cell line: OVCAR-4. Synergy scores: CSS=2.16, Synergy_ZIP=-1.65, Synergy_Bliss=0.373, Synergy_Loewe=-1.33, Synergy_HSA=0.807.